Dataset: Reaction yield outcomes from USPTO patents with 853,638 reactions. Task: Predict the reaction yield, written as a fraction of the theoretical maximum amount of product (1.0 means a 100% yield; for example, 0.34 means a 34% yield). (1) The reactants are [Br:1][C:2]1[CH:3]=[C:4]([C:8]2[CH:32]=[C:11]3[C:12]([O:24][S:25]([C:28]([F:31])([F:30])[F:29])(=[O:27])=[O:26])=[C:13]([C:17]([O:19]C(C)(C)C)=[O:18])[C:14]([CH3:16])=[CH:15][N:10]3[N:9]=2)[CH:5]=[CH:6][CH:7]=1.C(O)(C(F)(F)F)=O. The catalyst is C(Cl)Cl. The product is [Br:1][C:2]1[CH:3]=[C:4]([C:8]2[CH:32]=[C:11]3[C:12]([O:24][S:25]([C:28]([F:31])([F:29])[F:30])(=[O:27])=[O:26])=[C:13]([C:17]([OH:19])=[O:18])[C:14]([CH3:16])=[CH:15][N:10]3[N:9]=2)[CH:5]=[CH:6][CH:7]=1. The yield is 0.990. (2) The product is [CH3:16][CH:15]([CH3:17])[CH2:14][CH2:13][C:11]1[NH:10][N:9]=[C:8]([C:6]([OH:7])=[O:5])[CH:12]=1. The catalyst is CO. The yield is 0.976. The reactants are [OH-].[Na+].C([O:5][C:6]([C:8]1[CH:12]=[C:11]([CH2:13][CH2:14][CH:15]([CH3:17])[CH3:16])[NH:10][N:9]=1)=[O:7])C. (3) The reactants are [Cl:1][C:2]1[CH:11]=[C:10]2[C:5]([C:6]([C:28]3[CH:33]=[CH:32][CH:31]=[C:30]([N+:34]([O-])=O)[CH:29]=3)=[C:7]([CH2:13][C:14]([NH:16][C:17]3[CH:22]=[CH:21][C:20]([Cl:23])=[CH:19][C:18]=3[C:24]([F:27])([F:26])[F:25])=[O:15])[C:8](=[O:12])[O:9]2)=[CH:4][C:3]=1[CH3:37]. The catalyst is C(O)C.C1COCC1.[Ni]. The product is [NH2:34][C:30]1[CH:29]=[C:28]([C:6]2[C:5]3[C:10](=[CH:11][C:2]([Cl:1])=[C:3]([CH3:37])[CH:4]=3)[O:9][C:8](=[O:12])[C:7]=2[CH2:13][C:14]([NH:16][C:17]2[CH:22]=[CH:21][C:20]([Cl:23])=[CH:19][C:18]=2[C:24]([F:26])([F:27])[F:25])=[O:15])[CH:33]=[CH:32][CH:31]=1. The yield is 0.590. (4) The reactants are OO.O[Li].O.C([C@@H]1COC(=O)N1[C:19](=[O:42])[C@H:20]([C@H:28]1[N:32]([C:33]([O:35][C:36]([CH3:39])([CH3:38])[CH3:37])=[O:34])[C:31]([CH3:41])([CH3:40])[CH2:30][CH2:29]1)[C:21]1[CH:26]=[CH:25][C:24]([Br:27])=[CH:23][CH:22]=1)C1C=CC=CC=1.[O-:43]S([O-])=O.[Na+].[Na+]. The catalyst is C1COCC1.O.C1COCC1. The product is [Br:27][C:24]1[CH:25]=[CH:26][C:21]([C@@H:20]([C@@H:28]2[CH2:29][CH2:30][C:31]([CH3:40])([CH3:41])[N:32]2[C:33]([O:35][C:36]([CH3:38])([CH3:39])[CH3:37])=[O:34])[C:19]([OH:43])=[O:42])=[CH:22][CH:23]=1. The yield is 0.870. (5) The reactants are [NH2:1][C:2]1[C:7]([O:8][CH2:9][C:10]2[CH:15]=[CH:14][CH:13]=[CH:12][CH:11]=2)=[CH:6][CH:5]=[CH:4][N:3]=1.[Br:16]N1C(=O)CCC1=O. The catalyst is CC#N.CCOC(C)=O. The product is [CH2:9]([O:8][C:7]1[C:2]([NH2:1])=[N:3][CH:4]=[C:5]([Br:16])[CH:6]=1)[C:10]1[CH:11]=[CH:12][CH:13]=[CH:14][CH:15]=1. The yield is 0.530. (6) The reactants are [CH:1]1([N:4]2[C:12]3[C:7](=[N:8][CH:9]=[CH:10][N:11]=3)[N:6]([C@H:13]3[CH2:16][C@H:15]([NH:17][C:18]4[S:19][C:20]([C:23]([OH:25])=O)=[CH:21][N:22]=4)[CH2:14]3)[C:5]2=[O:26])[CH2:3][CH2:2]1.[NH:27]1[CH2:32][CH2:31][O:30][CH2:29][CH2:28]1.C(N(C(C)C)CC)(C)C.F[P-](F)(F)(F)(F)F.N1(O[P+](N(C)C)(N(C)C)N(C)C)C2C=CC=CC=2N=N1. No catalyst specified. The product is [CH:1]1([N:4]2[C:12]3=[N:11][CH:10]=[CH:9][N:8]=[C:7]3[N:6]([C@H:13]3[CH2:16][C@H:15]([NH:17][C:18]4[S:19][C:20]([C:23]([N:27]5[CH2:32][CH2:31][O:30][CH2:29][CH2:28]5)=[O:25])=[CH:21][N:22]=4)[CH2:14]3)[C:5]2=[O:26])[CH2:2][CH2:3]1. The yield is 0.301.